Dataset: Reaction yield outcomes from USPTO patents with 853,638 reactions. Task: Predict the reaction yield, written as a fraction of the theoretical maximum amount of product (1.0 means a 100% yield; for example, 0.34 means a 34% yield). The reactants are [CH3:1][O:2][C:3]([C:5]1([C:8]2[CH:13]=[CH:12][C:11]([OH:14])=[C:10]([C:15](=O)[CH3:16])[CH:9]=2)[CH2:7][CH2:6]1)=[O:4].Cl.[NH2:19][OH:20].C([O-])(=O)C.[Na+]. The catalyst is CCO. The product is [CH3:1][O:2][C:3]([C:5]1([C:8]2[CH:13]=[CH:12][C:11]([OH:14])=[C:10]([C:15](=[N:19][OH:20])[CH3:16])[CH:9]=2)[CH2:7][CH2:6]1)=[O:4]. The yield is 0.980.